This data is from Kir2.1 potassium channel HTS with 301,493 compounds. The task is: Binary Classification. Given a drug SMILES string, predict its activity (active/inactive) in a high-throughput screening assay against a specified biological target. (1) The molecule is O(c1c(O)c(CNc2cc3c(nc2)cccc3)ccc1)C. The result is 0 (inactive). (2) The molecule is Brc1ccc(S(=O)(=O)CC(=O)N2CCOCC2)cc1. The result is 0 (inactive). (3) The compound is S(c1ccc(NC(=O)Nc2ccc(cc2)C(=O)NCC(O)=O)cc1)C. The result is 0 (inactive).